From a dataset of Forward reaction prediction with 1.9M reactions from USPTO patents (1976-2016). Predict the product of the given reaction. (1) Given the reactants Cl[C:2]1[S:6][N:5]=[C:4]([CH2:7][N:8]2[C:16]3[C:11](=[C:12]([C:19]([F:22])([F:21])[F:20])[C:13]([C:17]#[N:18])=[CH:14][CH:15]=3)[CH:10]=[C:9]2[CH3:23])[N:3]=1.[F:24][C:25]([F:36])([F:35])[C:26]1[CH:27]=[C:28](B(O)O)[CH:29]=[CH:30][CH:31]=1, predict the reaction product. The product is: [CH3:23][C:9]1[N:8]([CH2:7][C:4]2[N:3]=[C:2]([C:30]3[CH:29]=[CH:28][CH:27]=[C:26]([C:25]([F:36])([F:35])[F:24])[CH:31]=3)[S:6][N:5]=2)[C:16]2[C:11]([CH:10]=1)=[C:12]([C:19]([F:22])([F:21])[F:20])[C:13]([C:17]#[N:18])=[CH:14][CH:15]=2. (2) Given the reactants [NH2:1][C:2]1[CH:7]=[CH:6][C:5]([C:8]#[N:9])=[CH:4][N:3]=1.[CH2:10]([O:17][C:18]1[CH:19]=[C:20]([CH:24]=[C:25]([O:27][CH2:28][C:29]2[CH:34]=[CH:33][CH:32]=[CH:31][CH:30]=2)[CH:26]=1)[C:21](Cl)=[O:22])[C:11]1[CH:16]=[CH:15][CH:14]=[CH:13][CH:12]=1, predict the reaction product. The product is: [CH2:10]([O:17][C:18]1[CH:19]=[C:20]([CH:24]=[C:25]([O:27][CH2:28][C:29]2[CH:34]=[CH:33][CH:32]=[CH:31][CH:30]=2)[CH:26]=1)[C:21]([NH:1][C:2]1[CH:7]=[CH:6][C:5]([C:8]#[N:9])=[CH:4][N:3]=1)=[O:22])[C:11]1[CH:12]=[CH:13][CH:14]=[CH:15][CH:16]=1. (3) Given the reactants C([O:8][CH2:9][C@H:10]([O:23][C:24]1[CH:29]=[CH:28][C:27]([C:30]2[CH:35]=[CH:34][C:33]([O:36][C:37]([F:40])([F:39])[F:38])=[CH:32][CH:31]=2)=[CH:26][CH:25]=1)[CH2:11][O:12][Si:13]([CH:20]([CH3:22])[CH3:21])([CH:17]([CH3:19])[CH3:18])[CH:14]([CH3:16])[CH3:15])C1C=CC=CC=1, predict the reaction product. The product is: [F:40][C:37]([F:38])([F:39])[O:36][C:33]1[CH:32]=[CH:31][C:30]([C:27]2[CH:28]=[CH:29][C:24]([O:23][C@H:10]([CH2:11][O:12][Si:13]([CH:17]([CH3:19])[CH3:18])([CH:20]([CH3:21])[CH3:22])[CH:14]([CH3:16])[CH3:15])[CH2:9][OH:8])=[CH:25][CH:26]=2)=[CH:35][CH:34]=1. (4) Given the reactants [ClH:1].FC1C=C(NC(NC(=O)CC2C=CC=CC=2)=S)C=CC=1OC1C=CN=C2C=C(C(NC[C@H]3CCNC3)=O)SC=12.[F:41][C:42]1[CH:76]=[C:75]([NH:77][C:78]([NH:80][C:81](=[O:89])[CH2:82][C:83]2[CH:88]=[CH:87][CH:86]=[CH:85][CH:84]=2)=[S:79])[CH:74]=[CH:73][C:43]=1[O:44][C:45]1[CH:50]=[CH:49][N:48]=[C:47]2[CH:51]=[C:52]([C:54]3[CH:59]=[CH:58][C:57]([N:60]4[CH2:65][CH2:64][N:63](C(OC(C)(C)C)=O)[CH2:62][CH2:61]4)=[CH:56][CH:55]=3)[S:53][C:46]=12, predict the reaction product. The product is: [ClH:1].[ClH:1].[F:41][C:42]1[CH:76]=[C:75]([NH:77][C:78]([NH:80][C:81](=[O:89])[CH2:82][C:83]2[CH:84]=[CH:85][CH:86]=[CH:87][CH:88]=2)=[S:79])[CH:74]=[CH:73][C:43]=1[O:44][C:45]1[CH:50]=[CH:49][N:48]=[C:47]2[CH:51]=[C:52]([C:54]3[CH:55]=[CH:56][C:57]([N:60]4[CH2:65][CH2:64][NH:63][CH2:62][CH2:61]4)=[CH:58][CH:59]=3)[S:53][C:46]=12. (5) Given the reactants [O:1]1[CH2:6][CH2:5][C:4](=O)[CH2:3][CH2:2]1.[CH2:8]([O:10][C:11]([CH:13]=P(C1C=CC=CC=1)(C1C=CC=CC=1)C1C=CC=CC=1)=[O:12])[CH3:9], predict the reaction product. The product is: [O:1]1[CH2:6][CH2:5][C:4](=[CH:13][C:11]([O:10][CH2:8][CH3:9])=[O:12])[CH2:3][CH2:2]1. (6) Given the reactants [CH2:1]([O:3][C:4](=[O:14])[CH:5]([C:7]1[CH:12]=[CH:11][C:10]([NH2:13])=[CH:9][CH:8]=1)[CH3:6])[CH3:2].[C:15]([S-:17])#[N:16].[K+].BrBr, predict the reaction product. The product is: [CH2:1]([O:3][C:4](=[O:14])[CH:5]([C:7]1[CH:8]=[CH:9][C:10]2[N:13]=[C:15]([NH2:16])[S:17][C:11]=2[CH:12]=1)[CH3:6])[CH3:2]. (7) Given the reactants [Cl:1][C:2]1[C:10]2[C:5](=[CH:6][CH:7]=[C:8]([NH:11][C:12]([C:14]3[C:15]([C:20]4[CH:25]=[CH:24][C:23]([C:26]([F:29])([F:28])[F:27])=[CH:22][CH:21]=4)=[CH:16][CH:17]=[CH:18][CH:19]=3)=[O:13])[CH:9]=2)[N:4]([CH3:30])[C:3]=1[C:31](O)=[O:32].Cl.[CH:35]([NH:38][C:39](=[O:48])[C@H:40]([C:42]1[CH:47]=[CH:46][CH:45]=[CH:44][CH:43]=1)[NH2:41])([CH3:37])[CH3:36].C1CN([P+](Br)(N2CCCC2)N2CCCC2)CC1.F[P-](F)(F)(F)(F)F.CCN(C(C)C)C(C)C, predict the reaction product. The product is: [CH:35]([NH:38][C:39](=[O:48])[CH:40]([NH:41][C:31]([C:3]1[N:4]([CH3:30])[C:5]2[C:10]([C:2]=1[Cl:1])=[CH:9][C:8]([NH:11][C:12]([C:14]1[C:15]([C:20]3[CH:25]=[CH:24][C:23]([C:26]([F:29])([F:27])[F:28])=[CH:22][CH:21]=3)=[CH:16][CH:17]=[CH:18][CH:19]=1)=[O:13])=[CH:7][CH:6]=2)=[O:32])[C:42]1[CH:47]=[CH:46][CH:45]=[CH:44][CH:43]=1)([CH3:37])[CH3:36]. (8) Given the reactants C[O:2][C:3](=[O:21])[CH2:4][C:5]1[CH:10]=[CH:9][CH:8]=[C:7]([S:11][CH2:12][CH2:13][C@H:14]([O:16]S(C)(=O)=O)[CH3:15])[CH:6]=1.[CH2:22]([C:24]1[CH:29]=[CH:28][C:27](O)=[C:26]([C:31]2[CH:36]=[CH:35][CH:34]=[CH:33][N:32]=2)[CH:25]=1)[CH3:23], predict the reaction product. The product is: [CH2:22]([C:24]1[CH:29]=[CH:28][C:27]([O:16][C@@H:14]([CH3:15])[CH2:13][CH2:12][S:11][C:7]2[CH:6]=[C:5]([CH2:4][C:3]([OH:2])=[O:21])[CH:10]=[CH:9][CH:8]=2)=[C:26]([C:31]2[CH:36]=[CH:35][CH:34]=[CH:33][N:32]=2)[CH:25]=1)[CH3:23]. (9) Given the reactants [C:1]([O:5][C:6](=[O:40])[N:7]([C@H:9]([C:11](=[O:39])[NH:12][C@@H:13]1[C:19](=[O:20])[N:18]([CH2:21][C:22]2C3C(=C(Br)C=CC=3)C=[CH:24][C:23]=2OC)[C:17]2[CH:35]=[CH:36][CH:37]=[CH:38][C:16]=2[NH:15][CH2:14]1)[CH3:10])[CH3:8])([CH3:4])([CH3:3])[CH3:2].FC(F)(F)C(O)=O.N[C@@H]1C(=O)N(CC2C3[C:61](=[CH:62][CH:63]=[CH:64]C=3)[N:60]([C:67]3[CH:74]=[CH:73][CH:72]=[CH:71][C:68]=3[C:69]#[N:70])[N:59]=2)C2C=CC=CC=2NC1.N(C(OC(C)(C)C)=O)(C)[C@H](C(O)=O)C, predict the reaction product. The product is: [C:1]([O:5][C:6](=[O:40])[N:7]([C@H:9]([C:11](=[O:39])[NH:12][C@@H:13]1[C:19](=[O:20])[N:18]([CH2:21][C:22]2[C:23]3[C:61](=[CH:62][CH:63]=[CH:64][CH:24]=3)[N:60]([C:67]3[CH:74]=[CH:73][CH:72]=[CH:71][C:68]=3[C:69]#[N:70])[N:59]=2)[C:17]2[CH:35]=[CH:36][CH:37]=[CH:38][C:16]=2[NH:15][CH2:14]1)[CH3:10])[CH3:8])([CH3:2])([CH3:4])[CH3:3].